This data is from NCI-60 drug combinations with 297,098 pairs across 59 cell lines. The task is: Regression. Given two drug SMILES strings and cell line genomic features, predict the synergy score measuring deviation from expected non-interaction effect. (1) Drug 2: CCCCC(=O)OCC(=O)C1(CC(C2=C(C1)C(=C3C(=C2O)C(=O)C4=C(C3=O)C=CC=C4OC)O)OC5CC(C(C(O5)C)O)NC(=O)C(F)(F)F)O. Synergy scores: CSS=61.7, Synergy_ZIP=3.16, Synergy_Bliss=-0.140, Synergy_Loewe=-15.1, Synergy_HSA=0.363. Cell line: SN12C. Drug 1: C(=O)(N)NO. (2) Drug 1: CN(C(=O)NC(C=O)C(C(C(CO)O)O)O)N=O. Cell line: BT-549. Drug 2: CC12CCC3C(C1CCC2OP(=O)(O)O)CCC4=C3C=CC(=C4)OC(=O)N(CCCl)CCCl.[Na+]. Synergy scores: CSS=8.65, Synergy_ZIP=-1.43, Synergy_Bliss=4.58, Synergy_Loewe=-5.33, Synergy_HSA=0.457. (3) Drug 1: COC1=C(C=C2C(=C1)N=CN=C2NC3=CC(=C(C=C3)F)Cl)OCCCN4CCOCC4. Synergy scores: CSS=29.3, Synergy_ZIP=10.6, Synergy_Bliss=13.9, Synergy_Loewe=13.6, Synergy_HSA=16.4. Drug 2: CC1=C(C(=O)C2=C(C1=O)N3CC4C(C3(C2COC(=O)N)OC)N4)N. Cell line: HS 578T. (4) Drug 1: C1C(C(OC1N2C=C(C(=O)NC2=O)F)CO)O. Drug 2: C(CC(=O)O)C(=O)CN.Cl. Cell line: SF-295. Synergy scores: CSS=41.4, Synergy_ZIP=-4.31, Synergy_Bliss=-4.47, Synergy_Loewe=-23.3, Synergy_HSA=-1.74. (5) Drug 1: C1CCC(C(C1)N)N.C(=O)(C(=O)[O-])[O-].[Pt+4]. Drug 2: C1CN(P(=O)(OC1)NCCCl)CCCl. Cell line: CCRF-CEM. Synergy scores: CSS=16.4, Synergy_ZIP=-24.3, Synergy_Bliss=-40.3, Synergy_Loewe=-46.8, Synergy_HSA=-38.8. (6) Drug 1: C1CCC(C(C1)N)N.C(=O)(C(=O)[O-])[O-].[Pt+4]. Drug 2: C1C(C(OC1N2C=NC3=C2NC=NCC3O)CO)O. Cell line: PC-3. Synergy scores: CSS=18.5, Synergy_ZIP=-6.07, Synergy_Bliss=-3.92, Synergy_Loewe=-9.63, Synergy_HSA=-6.56. (7) Drug 1: CS(=O)(=O)OCCCCOS(=O)(=O)C. Drug 2: CC(C)CN1C=NC2=C1C3=CC=CC=C3N=C2N. Cell line: T-47D. Synergy scores: CSS=8.72, Synergy_ZIP=3.61, Synergy_Bliss=6.28, Synergy_Loewe=9.68, Synergy_HSA=7.20. (8) Drug 1: C1=NC2=C(N1)C(=S)N=C(N2)N. Drug 2: C1=NC2=C(N=C(N=C2N1C3C(C(C(O3)CO)O)O)F)N. Cell line: SK-OV-3. Synergy scores: CSS=39.2, Synergy_ZIP=-5.08, Synergy_Bliss=-3.80, Synergy_Loewe=-9.60, Synergy_HSA=-3.77. (9) Drug 1: CCCS(=O)(=O)NC1=C(C(=C(C=C1)F)C(=O)C2=CNC3=C2C=C(C=N3)C4=CC=C(C=C4)Cl)F. Drug 2: COC1=C2C(=CC3=C1OC=C3)C=CC(=O)O2. Cell line: UO-31. Synergy scores: CSS=10.7, Synergy_ZIP=-1.02, Synergy_Bliss=5.83, Synergy_Loewe=1.56, Synergy_HSA=4.17.